From a dataset of Forward reaction prediction with 1.9M reactions from USPTO patents (1976-2016). Predict the product of the given reaction. Given the reactants C(=O)([O-])O.[Na+].[S:6]=[C:7]1[NH:12][C:11]2[CH:13]=[CH:14][NH:15][C:10]=2[C:9](=[O:16])[N:8]1[C:17]1[CH:22]=[CH:21][C:20]([O:23][CH2:24][C:25]([F:28])([F:27])[F:26])=[CH:19][CH:18]=1.Cl[CH2:30][CH2:31][CH2:32][O:33][C:34]1[CH:39]=[CH:38][C:37]([F:40])=[CH:36][CH:35]=1.[I-].[Na+], predict the reaction product. The product is: [F:40][C:37]1[CH:38]=[CH:39][C:34]([O:33][CH2:32][CH2:31][CH2:30][S:6][C:7]2[N:8]([C:17]3[CH:18]=[CH:19][C:20]([O:23][CH2:24][C:25]([F:28])([F:27])[F:26])=[CH:21][CH:22]=3)[C:9](=[O:16])[C:10]3[NH:15][CH:14]=[CH:13][C:11]=3[N:12]=2)=[CH:35][CH:36]=1.